This data is from Full USPTO retrosynthesis dataset with 1.9M reactions from patents (1976-2016). The task is: Predict the reactants needed to synthesize the given product. Given the product [ClH:26].[NH:8]1[CH2:12][CH2:11][CH2:10][C@@H:9]1[CH2:13][O:14][C:15]1[CH:20]=[CH:19][C:18]([N:21]2[CH:25]=[CH:24][CH:23]=[CH:22]2)=[CH:17][CH:16]=1, predict the reactants needed to synthesize it. The reactants are: C(OC([N:8]1[CH2:12][CH2:11][CH2:10][C@@H:9]1[CH2:13][O:14][C:15]1[CH:20]=[CH:19][C:18]([N:21]2[CH:25]=[CH:24][CH:23]=[CH:22]2)=[CH:17][CH:16]=1)=O)(C)(C)C.[ClH:26].